From a dataset of Full USPTO retrosynthesis dataset with 1.9M reactions from patents (1976-2016). Predict the reactants needed to synthesize the given product. (1) Given the product [C:28]([N:24]1[CH2:25][CH2:26][CH2:27][C@H:22]([N:15]([CH:16]2[CH2:21][CH2:20][CH2:19][CH2:18][CH2:17]2)[C:13](=[O:14])[NH:12][C:10]2[S:11][C:7]([S:6][CH2:5][C:4]([OH:31])=[O:3])=[CH:8][N:9]=2)[CH2:23]1)(=[O:30])[CH3:29], predict the reactants needed to synthesize it. The reactants are: C([O:3][C:4](=[O:31])[CH2:5][S:6][C:7]1[S:11][C:10]([NH:12][C:13]([N:15]([C@H:22]2[CH2:27][CH2:26][CH2:25][N:24]([C:28](=[O:30])[CH3:29])[CH2:23]2)[CH:16]2[CH2:21][CH2:20][CH2:19][CH2:18][CH2:17]2)=[O:14])=[N:9][CH:8]=1)C.C1(N[C@H]2CCCN(C(=O)C)C2)CCCCC1.C(OC(=O)CSC1SC(N)=NC=1)C. (2) The reactants are: Br[C:2]1[CH:7]=[CH:6][C:5]([CH2:8][C:9]([O:11][CH3:12])=[O:10])=[C:4]([CH3:13])[CH:3]=1.[B:14]1([B:14]2[O:18][C:17]([CH3:20])([CH3:19])[C:16]([CH3:22])([CH3:21])[O:15]2)[O:18][C:17]([CH3:20])([CH3:19])[C:16]([CH3:22])([CH3:21])[O:15]1.CC([O-])=O.[K+]. Given the product [CH3:13][C:4]1[CH:3]=[C:2]([B:14]2[O:18][C:17]([CH3:20])([CH3:19])[C:16]([CH3:22])([CH3:21])[O:15]2)[CH:7]=[CH:6][C:5]=1[CH2:8][C:9]([O:11][CH3:12])=[O:10], predict the reactants needed to synthesize it. (3) Given the product [Cl:1][C:2]1[CH:7]=[CH:6][N:5]=[C:4]([CH:8]([NH:10][C:11]2[O:12][C:13]3[C:19]([O:20][CH3:21])=[CH:18][C:17]([C:22]([N:31]4[CH2:32][C@H:28]([O:27][CH2:25][CH3:26])[CH2:29][CH:30]4[CH2:33][OH:34])=[O:24])=[CH:16][C:14]=3[N:15]=2)[CH3:9])[CH:3]=1, predict the reactants needed to synthesize it. The reactants are: [Cl:1][C:2]1[CH:7]=[CH:6][N:5]=[C:4]([CH:8]([NH:10][C:11]2[O:12][C:13]3[C:19]([O:20][CH3:21])=[CH:18][C:17]([C:22]([OH:24])=O)=[CH:16][C:14]=3[N:15]=2)[CH3:9])[CH:3]=1.[CH2:25]([O:27][C@H:28]1[CH2:32][NH:31][CH:30]([CH2:33][OH:34])[CH2:29]1)[CH3:26].C(N(CC)C(C)C)(C)C.CN(C(ON1N=NC2C=CC=NC1=2)=[N+](C)C)C.F[P-](F)(F)(F)(F)F. (4) Given the product [OH:26][NH:25][C:23]([C:17]1[CH:16]=[C:15]2[C:20]([CH2:21][CH2:22][N:13]([C:11](=[O:12])[CH2:10][C:3]3[C:4]4[C:9](=[CH:8][CH:7]=[CH:6][CH:5]=4)[NH:1][CH:2]=3)[CH2:14]2)=[CH:19][CH:18]=1)=[O:24], predict the reactants needed to synthesize it. The reactants are: [NH:1]1[C:9]2[C:4](=[CH:5][CH:6]=[CH:7][CH:8]=2)[C:3]([CH2:10][C:11]([N:13]2[CH2:22][CH2:21][C:20]3[C:15](=[CH:16][C:17]([C:23]([NH:25][O:26]C4CCCCO4)=[O:24])=[CH:18][CH:19]=3)[CH2:14]2)=[O:12])=[CH:2]1.Cl. (5) Given the product [C:13]1([C:2]2[CH:3]=[C:4]3[C:9](=[CH:10][CH:11]=2)[CH:8]=[C:7]([OH:12])[CH:6]=[CH:5]3)[CH:18]=[CH:17][CH:16]=[CH:15][CH:14]=1, predict the reactants needed to synthesize it. The reactants are: Br[C:2]1[CH:3]=[C:4]2[C:9](=[CH:10][CH:11]=1)[CH:8]=[C:7]([OH:12])[CH:6]=[CH:5]2.[C:13]1(B(O)O)[CH:18]=[CH:17][CH:16]=[CH:15][CH:14]=1.C(=O)([O-])[O-].[Na+].[Na+].Cl. (6) Given the product [NH2:17][CH2:16][C:15]([C:10]1[CH:11]=[CH:12][CH:13]=[C:14]2[C:9]=1[N:8]=[CH:7][N:6]=[C:5]2[C:3]([NH:2][CH3:1])=[O:4])=[CH2:25].[F:29][C:28]([F:31])([F:30])[C:26]([O-:32])=[O:27], predict the reactants needed to synthesize it. The reactants are: [CH3:1][NH:2][C:3]([C:5]1[C:14]2[C:9](=[C:10]([C:15](=[CH2:25])[CH2:16][NH:17]C(=O)OC(C)(C)C)[CH:11]=[CH:12][CH:13]=2)[N:8]=[CH:7][N:6]=1)=[O:4].[C:26]([OH:32])([C:28]([F:31])([F:30])[F:29])=[O:27].FC(F)(F)C([O-])=O. (7) Given the product [F:36][C:33]1[CH:34]=[CH:35][C:30]([N:29]([CH3:28])[C:2]2[C:3]([CH:5]=[C:6]([NH:10][C:11]3[C:20]4[C:15](=[CH:16][C:17]([O:23][CH2:24][CH2:25][O:26][CH3:27])=[C:18]([O:21][CH3:22])[CH:19]=4)[N:14]=[CH:13][N:12]=3)[C:7](=[O:9])[CH:8]=2)=[O:4])=[CH:31][CH:32]=1, predict the reactants needed to synthesize it. The reactants are: Cl[C:2]1[C:3]([CH:5]=[C:6]([NH:10][C:11]2[C:20]3[C:15](=[CH:16][C:17]([O:23][CH2:24][CH2:25][O:26][CH3:27])=[C:18]([O:21][CH3:22])[CH:19]=3)[N:14]=[CH:13][N:12]=2)[C:7](=[O:9])[CH:8]=1)=[O:4].[CH3:28][NH:29][C:30]1[CH:35]=[CH:34][C:33]([F:36])=[CH:32][CH:31]=1.